Dataset: Full USPTO retrosynthesis dataset with 1.9M reactions from patents (1976-2016). Task: Predict the reactants needed to synthesize the given product. (1) The reactants are: [CH2:1]([Si:19](Cl)(Cl)Cl)[CH2:2][CH2:3][CH2:4][CH2:5][CH2:6][CH2:7][CH2:8][CH2:9][CH2:10][CH2:11][CH2:12][CH2:13][CH2:14][CH2:15][CH2:16][CH2:17][CH3:18].[CH2:23]([Mg]Cl)[CH:24]=[CH2:25].C(=O)=O.O. Given the product [CH2:1]([Si:19]([CH2:6][CH:5]=[CH2:4])([CH2:3][CH:2]=[CH2:1])[CH2:23][CH:24]=[CH2:25])[CH2:2][CH2:3][CH2:4][CH2:5][CH2:6][CH2:7][CH2:8][CH2:9][CH2:10][CH2:11][CH2:12][CH2:13][CH2:14][CH2:15][CH2:16][CH2:17][CH3:18], predict the reactants needed to synthesize it. (2) The reactants are: [C:1]1(C)[CH:6]=[CH:5][CH:4]=[CH:3][C:2]=1[C:7]1[N:11]([CH:12]2[CH2:17][CH2:16][CH2:15][CH2:14][O:13]2)[N:10]=[C:9]([NH2:18])[CH:8]=1.[O:20]1[CH2:25][CH2:24][CH2:23][CH2:22][CH:21]1[N:26]1[C:30]([N+:31]([O-:33])=[O:32])=[CH:29][C:28]([C:34]([OH:36])=O)=[N:27]1.[I-].Cl[C:39]1C=CC=C[N+]=1C.CCN(C(C)C)C(C)C. Given the product [N+:31]([C:30]1[N:26]([CH:21]2[CH2:22][CH2:23][CH2:24][CH2:25][O:20]2)[N:27]=[C:28]([C:34]([NH:18][C:9]2[CH:8]=[C:7]([C:2]3[CH:1]=[CH:6][C:5]([CH3:39])=[CH:4][CH:3]=3)[N:11]([CH:12]3[CH2:17][CH2:16][CH2:15][CH2:14][O:13]3)[N:10]=2)=[O:36])[CH:29]=1)([O-:33])=[O:32], predict the reactants needed to synthesize it. (3) Given the product [NH2:42][C:28]1[CH:29]=[C:30]([C:33]([N:35]2[CH2:40][CH2:39][N:38]([CH3:41])[CH2:37][CH2:36]2)=[O:34])[CH:31]=[CH:32][C:27]=1[O:26][CH3:25], predict the reactants needed to synthesize it. The reactants are: NC1C=CC(N2CCC[C@H](C(N3CCN(C)CC3)=O)C2)=CC=1OC.[CH3:25][O:26][C:27]1[CH:32]=[CH:31][C:30]([C:33]([N:35]2[CH2:40][CH2:39][N:38]([CH3:41])[CH2:37][CH2:36]2)=[O:34])=[CH:29][C:28]=1[N+:42]([O-])=O. (4) Given the product [C:1]([C:5]1[CH:10]=[C:9]([C:22]([F:28])([F:17])[F:27])[C:8]([N+:12]([O-:14])=[O:13])=[CH:7][C:6]=1[O:15][CH3:16])([CH3:4])([CH3:3])[CH3:2], predict the reactants needed to synthesize it. The reactants are: [C:1]([C:5]1[CH:10]=[C:9](Br)[C:8]([N+:12]([O-:14])=[O:13])=[CH:7][C:6]=1[O:15][CH3:16])([CH3:4])([CH3:3])[CH3:2].[F-:17].[K+].[K+].[Br-].Cl[C:22]([F:28])([F:27])C(OC)=O. (5) Given the product [CH3:21][C:22]1[CH:29]=[CH:28][CH:27]=[CH:26][C:23]=1[CH2:24][N:15]1[CH:10]2[CH2:11][CH2:12][CH:13]1[CH2:14][C:8](=[C:7]([C:1]1[CH:2]=[CH:3][CH:4]=[CH:5][CH:6]=1)[C:16]1[CH:20]=[CH:19][S:18][CH:17]=1)[CH2:9]2, predict the reactants needed to synthesize it. The reactants are: [C:1]1([C:7]([C:16]2[CH:20]=[CH:19][S:18][CH:17]=2)=[C:8]2[CH2:14][CH:13]3[NH:15][CH:10]([CH2:11][CH2:12]3)[CH2:9]2)[CH:6]=[CH:5][CH:4]=[CH:3][CH:2]=1.[CH3:21][C:22]1[CH:29]=[CH:28][CH:27]=[CH:26][C:23]=1[CH:24]=O.C(O[BH-](OC(=O)C)OC(=O)C)(=O)C.[Na+].C(O)(=O)C. (6) Given the product [CH2:20]([CH:22]([CH2:25][CH3:26])[CH:23]([C:12]1[N:8]([CH2:7][C:6]2[CH:5]=[CH:4][C:3]([O:2][CH3:1])=[CH:14][CH:13]=2)[N:9]=[CH:10][CH:11]=1)[OH:24])[CH3:21], predict the reactants needed to synthesize it. The reactants are: [CH3:1][O:2][C:3]1[CH:14]=[CH:13][C:6]([CH2:7][N:8]2[CH:12]=[CH:11][CH:10]=[N:9]2)=[CH:5][CH:4]=1.[Li]CCCC.[CH2:20]([CH:22]([CH2:25][CH3:26])[CH:23]=[O:24])[CH3:21]. (7) Given the product [CH3:20][C:21]([NH:22][C:12]([C:10]1[CH:9]=[CH:8][C:7]([N:15]2[CH2:18][CH:17]([OH:19])[CH2:16]2)=[C:6]([O:5][CH2:4][CH:1]2[CH2:2][CH2:3]2)[N:11]=1)=[O:14])([C:23]1[S:24][CH:25]=[CH:26][N:27]=1)[CH3:28], predict the reactants needed to synthesize it. The reactants are: [CH:1]1([CH2:4][O:5][C:6]2[N:11]=[C:10]([C:12]([OH:14])=O)[CH:9]=[CH:8][C:7]=2[N:15]2[CH2:18][CH:17]([OH:19])[CH2:16]2)[CH2:3][CH2:2]1.[CH3:20][C:21]([CH3:28])([C:23]1[S:24][CH:25]=[CH:26][N:27]=1)[NH2:22]. (8) Given the product [C:8]([C:6]1[CH:5]=[CH:4][C:3]([C@@H:10]2[C:15]([C:16]#[N:17])=[C:14]([CH3:18])[N:13]([C:19]3[CH:24]=[CH:23][CH:22]=[C:21]([C:25]([F:27])([F:28])[F:26])[CH:20]=3)[C:12](=[O:29])[NH:11]2)=[C:2]([S:36]([Cl:30])(=[O:38])=[O:37])[CH:7]=1)#[N:9], predict the reactants needed to synthesize it. The reactants are: N[C:2]1[CH:7]=[C:6]([C:8]#[N:9])[CH:5]=[CH:4][C:3]=1[C@@H:10]1[C:15]([C:16]#[N:17])=[C:14]([CH3:18])[N:13]([C:19]2[CH:24]=[CH:23][CH:22]=[C:21]([C:25]([F:28])([F:27])[F:26])[CH:20]=2)[C:12](=[O:29])[NH:11]1.[ClH:30].O.N([O-])=O.[Na+].[S:36](=[O:38])=[O:37].